This data is from Full USPTO retrosynthesis dataset with 1.9M reactions from patents (1976-2016). The task is: Predict the reactants needed to synthesize the given product. (1) Given the product [CH3:1][C:2]1[N:3]([CH2:31][C:32]([O:34][CH2:35][CH3:36])=[O:33])[C:4]2[CH2:5][C:6]([CH3:29])([CH3:28])[CH2:7][C:8](=[O:27])[C:9]=2[C:10]=1[CH2:11][C:12]1[CH:17]=[CH:16][CH:15]=[CH:14][C:13]=1[S:18]([C:21]1[CH:26]=[CH:25][CH:24]=[CH:23][CH:22]=1)(=[O:20])=[O:19], predict the reactants needed to synthesize it. The reactants are: [CH3:1][C:2]1[NH:3][C:4]2[CH2:5][C:6]([CH3:29])([CH3:28])[CH2:7][C:8](=[O:27])[C:9]=2[C:10]=1[CH2:11][C:12]1[CH:17]=[CH:16][CH:15]=[CH:14][C:13]=1[S:18]([C:21]1[CH:26]=[CH:25][CH:24]=[CH:23][CH:22]=1)(=[O:20])=[O:19].Br[CH2:31][C:32]([O:34][CH2:35][CH3:36])=[O:33].C(=O)([O-])[O-].[K+].[K+].[I-].[K+]. (2) Given the product [F:1][C:2]1[CH:3]=[CH:4][C:5]([OH:16])=[C:6]([C:8]([OH:15])([CH3:17])[CH2:9][N:10]2[CH:14]=[CH:13][N:12]=[CH:11]2)[CH:7]=1, predict the reactants needed to synthesize it. The reactants are: [F:1][C:2]1[CH:3]=[CH:4][C:5]([OH:16])=[C:6]([C:8](=[O:15])[CH2:9][N:10]2[CH:14]=[CH:13][N:12]=[CH:11]2)[CH:7]=1.[CH3:17][Mg]Br. (3) Given the product [I:8][C:7]1[C:2]([S:18][CH2:17][C:14]2[CH:15]=[CH:16][C:11]([O:10][CH3:9])=[CH:12][CH:13]=2)=[N:3][CH:4]=[CH:5][CH:6]=1, predict the reactants needed to synthesize it. The reactants are: F[C:2]1[C:7]([I:8])=[CH:6][CH:5]=[CH:4][N:3]=1.[CH3:9][O:10][C:11]1[CH:16]=[CH:15][C:14]([CH2:17][SH:18])=[CH:13][CH:12]=1. (4) The reactants are: C1(P(C2C=CC=CC=2)C2C=CC=CC=2)C=CC=CC=1.[Br:20]Br.[Cl:22][C:23]1[CH:28]=[CH:27][C:26]([C@@H:29]([CH3:33])[CH2:30][CH2:31]O)=[CH:25][CH:24]=1. Given the product [Br:20][CH2:31][CH2:30][C@@H:29]([C:26]1[CH:27]=[CH:28][C:23]([Cl:22])=[CH:24][CH:25]=1)[CH3:33], predict the reactants needed to synthesize it. (5) Given the product [Br:1][C:2]1[CH:11]=[C:10]2[C:5]([C:6]([N:12]3[CH2:13][CH2:14][CH:15]([CH2:18][N:19]4[CH2:28][C:27]5[C:22](=[CH:23][CH:24]=[CH:25][CH:26]=5)[N:21]([C:31]5[CH:32]=[C:33]([CH:36]=[CH:37][CH:38]=5)[C:34]#[N:35])[C:20]4=[O:29])[CH2:16][CH2:17]3)=[N:7][CH:8]=[N:9]2)=[CH:4][CH:3]=1, predict the reactants needed to synthesize it. The reactants are: [Br:1][C:2]1[CH:11]=[C:10]2[C:5]([C:6]([N:12]3[CH2:17][CH2:16][CH:15]([CH2:18][N:19]4[CH2:28][C:27]5[C:22](=[CH:23][CH:24]=[CH:25][CH:26]=5)[NH:21][C:20]4=[O:29])[CH2:14][CH2:13]3)=[N:7][CH:8]=[N:9]2)=[CH:4][CH:3]=1.I[C:31]1[CH:32]=[C:33]([CH:36]=[CH:37][CH:38]=1)[C:34]#[N:35]. (6) Given the product [I:23][C:7]1[CH:2]=[CH:3][C:4]2[O:22][C:9]3[CH:10]([CH3:21])[N:11]([C:14]([O:16][C:17]([CH3:19])([CH3:20])[CH3:18])=[O:15])[CH2:12][CH2:13][C:8]=3[C:5]=2[CH:6]=1, predict the reactants needed to synthesize it. The reactants are: I[C:2]1[CH:7]=[CH:6][C:5]2[C:8]3[CH2:13][CH2:12][N:11]([C:14]([O:16][C:17]([CH3:20])([CH3:19])[CH3:18])=[O:15])[CH:10]([CH3:21])[C:9]=3[O:22][C:4]=2[CH:3]=1.[I:23]C1C=CC2OC3C(C)NCCC=3C=2C=1. (7) Given the product [C:32]1([C:38]([C:2]2[CH:7]=[CH:6][C:5]([C:8]3[CH:25]=[CH:24][C:23]4[C:22]5[C:17](=[CH:18][CH:19]=[CH:20][CH:21]=5)[C:16]5[C:11](=[CH:12][CH:13]=[CH:14][CH:15]=5)[C:10]=4[CH:9]=3)=[CH:4][CH:3]=2)=[C:38]([C:2]2[CH:7]=[CH:6][CH:5]=[CH:4][CH:3]=2)[C:32]2[CH:37]=[CH:36][CH:35]=[CH:34][CH:33]=2)[CH:37]=[CH:36][CH:35]=[CH:34][CH:33]=1, predict the reactants needed to synthesize it. The reactants are: Br[C:2]1[CH:7]=[CH:6][C:5]([C:8]2[CH:25]=[CH:24][C:23]3[C:22]4[C:17](=[CH:18][CH:19]=[CH:20][CH:21]=4)[C:16]4[C:11](=[CH:12][CH:13]=[CH:14][CH:15]=4)[C:10]=3[CH:9]=2)=[CH:4][CH:3]=1.C(=O)([O-])[O-].[K+].[K+].[C:32]1([CH3:38])[CH:37]=[CH:36][CH:35]=[CH:34][CH:33]=1. (8) Given the product [O:25]=[C:26]1[CH:35]=[CH:34][C:33]2[C:28](=[CH:29][C:30]([CH2:36][NH:3][CH:4]3[CH2:5][CH2:6][N:7]([CH2:10][C@H:11]4[N:21]5[C:22]6[N:13]([C:14](=[O:24])[CH:15]=[CH:16][C:17]=6[CH:18]=[CH:19][C:20]5=[O:23])[CH2:12]4)[CH2:8][CH2:9]3)=[CH:31][CH:32]=2)[O:27]1, predict the reactants needed to synthesize it. The reactants are: Cl.Cl.[NH2:3][CH:4]1[CH2:9][CH2:8][N:7]([CH2:10][C@H:11]2[N:21]3[C:22]4[N:13]([C:14](=[O:24])[CH:15]=[CH:16][C:17]=4[CH:18]=[CH:19][C:20]3=[O:23])[CH2:12]2)[CH2:6][CH2:5]1.[O:25]=[C:26]1[CH:35]=[CH:34][C:33]2[C:28](=[CH:29][C:30]([CH:36]=O)=[CH:31][CH:32]=2)[O:27]1.C([O-])(O)=O.[Na+].S([O-])([O-])(=O)=O.[Na+].[Na+].C(O[BH-](OC(=O)C)OC(=O)C)(=O)C.[Na+]. (9) Given the product [CH:1]1[C:11]2[CH2:10][C:9]3([CH2:15][CH2:14][CH:13]([N:16]4[CH2:21][CH2:20][CH:19]=[C:18]([C:22]([OH:24])=[O:23])[CH2:17]4)[CH2:12]3)[C:8]3[CH:26]=[CH:27][CH:28]=[CH:29][C:7]=3[O:6][C:5]=2[CH:4]=[CH:3][CH:2]=1, predict the reactants needed to synthesize it. The reactants are: [CH:1]1[C:11]2[CH2:10][C:9]3([CH2:15][CH2:14][CH:13]([N:16]4[CH2:21][CH2:20][CH:19]=[C:18]([C:22]([O:24]C)=[O:23])[CH2:17]4)[CH2:12]3)[C:8]3[CH:26]=[CH:27][CH:28]=[CH:29][C:7]=3[O:6][C:5]=2[CH:4]=[CH:3][CH:2]=1.O.[OH-].[Li+].